Predict the reaction yield, written as a fraction of the theoretical maximum amount of product (1.0 means a 100% yield; for example, 0.34 means a 34% yield). From a dataset of Reaction yield outcomes from USPTO patents with 853,638 reactions. The reactants are [CH3:1][C:2]1[CH:3]=[C:4]([C:15]2[CH:16]=[C:17]3[C:22](=[CH:23][C:24]=2[C:25]([F:28])([F:27])[F:26])[NH:21][C:20](=[O:29])[N:19]([NH:30][S:31]([CH3:34])(=[O:33])=[O:32])[C:18]3=[O:35])[N:5](CCOC[Si](C)(C)C)[N:6]=1.Cl.CCO. The catalyst is O1CCOCC1. The product is [CH3:1][C:2]1[CH:3]=[C:4]([C:15]2[CH:16]=[C:17]3[C:22](=[CH:23][C:24]=2[C:25]([F:27])([F:28])[F:26])[NH:21][C:20](=[O:29])[N:19]([NH:30][S:31]([CH3:34])(=[O:33])=[O:32])[C:18]3=[O:35])[NH:5][N:6]=1. The yield is 0.560.